This data is from NCI-60 drug combinations with 297,098 pairs across 59 cell lines. The task is: Regression. Given two drug SMILES strings and cell line genomic features, predict the synergy score measuring deviation from expected non-interaction effect. (1) Drug 1: C1CN1C2=NC(=NC(=N2)N3CC3)N4CC4. Drug 2: CC(C)(C#N)C1=CC(=CC(=C1)CN2C=NC=N2)C(C)(C)C#N. Cell line: SK-MEL-28. Synergy scores: CSS=15.0, Synergy_ZIP=-2.69, Synergy_Bliss=4.32, Synergy_Loewe=2.62, Synergy_HSA=2.47. (2) Drug 1: CN1CCC(CC1)COC2=C(C=C3C(=C2)N=CN=C3NC4=C(C=C(C=C4)Br)F)OC. Drug 2: CC1=C(C=C(C=C1)C(=O)NC2=CC(=CC(=C2)C(F)(F)F)N3C=C(N=C3)C)NC4=NC=CC(=N4)C5=CN=CC=C5. Cell line: M14. Synergy scores: CSS=0.487, Synergy_ZIP=2.88, Synergy_Bliss=6.18, Synergy_Loewe=4.75, Synergy_HSA=3.16. (3) Synergy scores: CSS=49.1, Synergy_ZIP=-4.09, Synergy_Bliss=-8.32, Synergy_Loewe=-6.98, Synergy_HSA=-4.35. Drug 2: C1=C(C(=O)NC(=O)N1)N(CCCl)CCCl. Cell line: K-562. Drug 1: CC1=C2C(C(=O)C3(C(CC4C(C3C(C(C2(C)C)(CC1OC(=O)C(C(C5=CC=CC=C5)NC(=O)OC(C)(C)C)O)O)OC(=O)C6=CC=CC=C6)(CO4)OC(=O)C)OC)C)OC.